From a dataset of Reaction yield outcomes from USPTO patents with 853,638 reactions. Predict the reaction yield, written as a fraction of the theoretical maximum amount of product (1.0 means a 100% yield; for example, 0.34 means a 34% yield). (1) The reactants are [NH2:1][C@@H:2]1[C:11]2[C:6](=[CH:7][CH:8]=[CH:9][CH:10]=2)[C@H:5]([OH:12])[CH2:4][CH2:3]1.[H-].[Na+].F[C:16]1[CH:17]=[CH:18][C:19]2[N:20]([C:22]([N:25]([CH3:34])[CH2:26][CH2:27][N:28]3[CH2:33][CH2:32][O:31][CH2:30][CH2:29]3)=[N:23][N:24]=2)[CH:21]=1.N. The catalyst is CN(C=O)C.CO.C(Cl)Cl. The product is [NH2:1][C@@H:2]1[C:11]2[C:6](=[CH:7][CH:8]=[CH:9][CH:10]=2)[C@H:5]([O:12][C:16]2[CH:17]=[CH:18][C:19]3[N:20]([C:22]([N:25]([CH3:34])[CH2:26][CH2:27][N:28]4[CH2:33][CH2:32][O:31][CH2:30][CH2:29]4)=[N:23][N:24]=3)[CH:21]=2)[CH2:4][CH2:3]1. The yield is 0.510. (2) The reactants are [Br:1][C:2]1[CH:7]=[CH:6][C:5]([CH2:8]O)=[C:4]([F:10])[C:3]=1[F:11].P(Br)(Br)[Br:13]. The catalyst is C(Cl)Cl. The product is [Br:1][C:2]1[CH:7]=[CH:6][C:5]([CH2:8][Br:13])=[C:4]([F:10])[C:3]=1[F:11]. The yield is 0.515. (3) The reactants are [CH3:1][S:2][C:3]1[N:8]=[C:7](Cl)[CH:6]=[C:5]([Cl:10])[N:4]=1.[C:11](#[N:15])[CH2:12][C:13]#[N:14].[H-].[Na+]. The catalyst is C1COCC1. The product is [Cl:10][C:5]1[N:4]=[C:3]([S:2][CH3:1])[N:8]=[C:7]([CH:12]([C:11]#[N:15])[C:13]#[N:14])[CH:6]=1. The yield is 0.770. (4) The reactants are [Br:1][CH2:2][CH2:3][CH2:4]Br.[C:6]1(=[O:16])[NH:10][C:9](=[O:11])[C:8]2=[CH:12][CH:13]=[CH:14][CH:15]=[C:7]12.[K]. The catalyst is CN(C=O)C. The product is [Br:1][CH2:2][CH2:3][CH2:4][N:10]1[C:6](=[O:16])[C:7]2[C:8](=[CH:12][CH:13]=[CH:14][CH:15]=2)[C:9]1=[O:11]. The yield is 0.597. (5) The reactants are [C:1]([C:5]1[CH:6]=[C:7]([N+:16]([O-])=O)[C:8]([O:14][CH3:15])=[C:9]([N+:11]([O-])=O)[CH:10]=1)([CH3:4])([CH3:3])[CH3:2].C([O-])=O.[NH4+]. The catalyst is [Pd].CCO. The product is [C:1]([C:5]1[CH:6]=[C:7]([NH2:16])[C:8]([O:14][CH3:15])=[C:9]([NH2:11])[CH:10]=1)([CH3:4])([CH3:2])[CH3:3]. The yield is 0.900. (6) The reactants are [C:1]([O:5][C:6]([N:8]1[CH2:15][CH2:14][C:11]2([O:13][CH2:12]2)[CH2:10][CH2:9]1)=[O:7])([CH3:4])([CH3:3])[CH3:2].[CH3:16][C:17]1[CH:22]=[CH:21][CH:20]=[CH:19][C:18]=1[OH:23].C(=O)([O-])[O-].[K+].[K+].O. The catalyst is CN(C)C=O. The product is [C:1]([O:5][C:6]([N:8]1[CH2:15][CH2:14][C:11]([OH:13])([CH2:12][O:23][C:18]2[CH:19]=[CH:20][CH:21]=[CH:22][C:17]=2[CH3:16])[CH2:10][CH2:9]1)=[O:7])([CH3:4])([CH3:2])[CH3:3]. The yield is 0.860.